Dataset: Forward reaction prediction with 1.9M reactions from USPTO patents (1976-2016). Task: Predict the product of the given reaction. Given the reactants Br[C:2]1[CH:20]=[CH:19][C:5]2[N:6]=[C:7]([C@H:9]3[CH2:12][C@H:11]([N:13]4[CH2:17][CH2:16][CH2:15][C@H:14]4[CH3:18])[CH2:10]3)[S:8][C:4]=2[CH:3]=1.[CH3:21][C:22]1[C:27](B2OC(C)(C)C(C)(C)O2)=[CH:26][CH:25]=[C:24]([CH3:37])[N:23]=1.N1C=C(B(O)O)C=NC=1, predict the reaction product. The product is: [CH3:21][C:22]1[C:27]([C:2]2[CH:20]=[CH:19][C:5]3[N:6]=[C:7]([C@H:9]4[CH2:12][C@@H:11]([N:13]5[CH2:17][CH2:16][CH2:15][C@@H:14]5[CH3:18])[CH2:10]4)[S:8][C:4]=3[CH:3]=2)=[CH:26][CH:25]=[C:24]([CH3:37])[N:23]=1.